Dataset: hERG potassium channel inhibition data for cardiac toxicity prediction from Karim et al.. Task: Regression/Classification. Given a drug SMILES string, predict its toxicity properties. Task type varies by dataset: regression for continuous values (e.g., LD50, hERG inhibition percentage) or binary classification for toxic/non-toxic outcomes (e.g., AMES mutagenicity, cardiotoxicity, hepatotoxicity). Dataset: herg_karim. (1) The molecule is CCCCNc1nccc2[nH]c3ccccc3c12. The result is 1 (blocker). (2) The compound is CC(C)c1nn(-c2c(Cl)cccc2Cl)c2[nH]c(Cc3ccc(OCCO)cc3)nc(=O)c12. The result is 0 (non-blocker).